This data is from Reaction yield outcomes from USPTO patents with 853,638 reactions. The task is: Predict the reaction yield, written as a fraction of the theoretical maximum amount of product (1.0 means a 100% yield; for example, 0.34 means a 34% yield). (1) The reactants are [CH3:1][C:2]1[CH:7]=[C:6]([CH3:8])[N:5]=[C:4]([NH2:9])[CH:3]=1.[Cl:10][C:11]1[CH:27]=[CH:26][C:25]([F:28])=[CH:24][C:12]=1[O:13][CH2:14][C:15]1[CH:20]=[CH:19][N:18]=[C:17]([C:21](O)=[O:22])[CH:16]=1. The yield is 0.580. The product is [Cl:10][C:11]1[CH:27]=[CH:26][C:25]([F:28])=[CH:24][C:12]=1[O:13][CH2:14][C:15]1[CH:20]=[CH:19][N:18]=[C:17]([C:21]([NH:9][C:4]2[CH:3]=[C:2]([CH3:1])[CH:7]=[C:6]([CH3:8])[N:5]=2)=[O:22])[CH:16]=1. No catalyst specified. (2) The reactants are Br[C:2]1[CH:3]=[C:4]([CH2:8][OH:9])[CH:5]=[N:6][CH:7]=1.[CH3:10][N:11]1[C:20]2[C:15](=[CH:16][C:17](B3OC(C)(C)C(C)(C)O3)=[CH:18][CH:19]=2)[CH2:14][CH2:13][C:12]1=[O:30].C([O-])([O-])=O.[Na+].[Na+]. The catalyst is C1C=CC(P(C2C=CC=CC=2)C2C=CC=CC=2)=CC=1.C1C=CC(P(C2C=CC=CC=2)C2C=CC=CC=2)=CC=1.Cl[Pd]Cl.CN(C=O)C. The product is [OH:9][CH2:8][C:4]1[CH:3]=[C:2]([C:17]2[CH:16]=[C:15]3[C:20](=[CH:19][CH:18]=2)[N:11]([CH3:10])[C:12](=[O:30])[CH2:13][CH2:14]3)[CH:7]=[N:6][CH:5]=1. The yield is 0.975.